Dataset: Forward reaction prediction with 1.9M reactions from USPTO patents (1976-2016). Task: Predict the product of the given reaction. Given the reactants [CH3:1][P:2]([CH2:5][N:6]1[CH2:11][CH2:10][N:9]([CH2:12][C:13]2[CH:18]=[CH:17][C:16]([NH:19][C:20](=[O:34])[C:21]3[CH:26]=[CH:25][C:24]([CH3:27])=[C:23]([C:28]#[C:29][Si](C)(C)C)[CH:22]=3)=[CH:15][C:14]=2[C:35]([F:38])([F:37])[F:36])[CH2:8][CH2:7]1)([CH3:4])=[O:3].CCCC[N+](CCCC)(CCCC)CCCC.[F-], predict the reaction product. The product is: [CH3:1][P:2]([CH2:5][N:6]1[CH2:11][CH2:10][N:9]([CH2:12][C:13]2[CH:18]=[CH:17][C:16]([NH:19][C:20](=[O:34])[C:21]3[CH:26]=[CH:25][C:24]([CH3:27])=[C:23]([C:28]#[CH:29])[CH:22]=3)=[CH:15][C:14]=2[C:35]([F:38])([F:36])[F:37])[CH2:8][CH2:7]1)([CH3:4])=[O:3].